Dataset: Peptide-MHC class I binding affinity with 185,985 pairs from IEDB/IMGT. Task: Regression. Given a peptide amino acid sequence and an MHC pseudo amino acid sequence, predict their binding affinity value. This is MHC class I binding data. (1) The binding affinity (normalized) is 0.692. The MHC is HLA-A24:02 with pseudo-sequence HLA-A24:02. The peptide sequence is LYGPDAPTI. (2) The peptide sequence is KLDDTGKKEL. The MHC is HLA-A02:06 with pseudo-sequence HLA-A02:06. The binding affinity (normalized) is 0.203. (3) The peptide sequence is THYSGNIVH. The MHC is HLA-A69:01 with pseudo-sequence HLA-A69:01. The binding affinity (normalized) is 0.0847. (4) The peptide sequence is KNTHTNGVR. The MHC is HLA-A68:01 with pseudo-sequence HLA-A68:01. The binding affinity (normalized) is 0.180.